From a dataset of Volume of distribution at steady state (VDss) regression data from Lombardo et al.. Regression/Classification. Given a drug SMILES string, predict its absorption, distribution, metabolism, or excretion properties. Task type varies by dataset: regression for continuous measurements (e.g., permeability, clearance, half-life) or binary classification for categorical outcomes (e.g., BBB penetration, CYP inhibition). For this dataset (vdss_lombardo), we predict log10(VDss) (log10 of volume of distribution in L/kg). (1) The drug is COc1cccc2c(C(=O)N3CC[NH+](C)C(C)C3)cn(CC3CCCCC3)c12. The log10(VDss) is 0. (2) The molecule is CNC(=O)c1c(I)c(NC(C)=O)c(I)c(C(=O)[O-])c1I. The log10(VDss) is -0.770. (3) The molecule is CCCCc1nc(Cl)c(CO)n1Cc1ccc(-c2ccccc2-c2nnn[n-]2)cc1. The log10(VDss) is -0.430. (4) The compound is C[NH+](C)C1C([O-])=C(C(=O)NC[NH+]2CCCC2)C(=O)C2(O)C(O)=C3C(=O)c4c(O)cccc4C(C)(O)C3CC12. The log10(VDss) is -0.270. (5) The compound is CC(c1ncncc1F)C(O)(Cn1cncn1)c1ccc(F)cc1F. The log10(VDss) is 0.340. (6) The drug is CC1OC(OC2C(O)CC(OC3C(O)CC(OC4CCC5(C)C(CCC6C5CCC5(C)C(C7=CC(=O)OC7)CCC65O)C4)OC3C)OC2C)CC(O)C1O. The log10(VDss) is -0.360.